Predict the reaction yield, written as a fraction of the theoretical maximum amount of product (1.0 means a 100% yield; for example, 0.34 means a 34% yield). From a dataset of Buchwald-Hartwig C-N cross coupling reaction yields with 55,370 reactions. (1) The reactants are Brc1ccccn1.Cc1ccc(N)cc1.O=S(=O)(O[Pd]1c2ccccc2-c2ccccc2N~1)C(F)(F)F.CC(C)c1cc(C(C)C)c(-c2ccccc2P(C(C)(C)C)C(C)(C)C)c(C(C)C)c1.CCN=P(N=P(N(C)C)(N(C)C)N(C)C)(N(C)C)N(C)C.c1ccc2oncc2c1. No catalyst specified. The product is Cc1ccc(Nc2ccccn2)cc1. The yield is 0.655. (2) The reactants are Ic1cccnc1.Cc1ccc(N)cc1.O=S(=O)(O[Pd]1c2ccccc2-c2ccccc2N~1)C(F)(F)F.CC(C)c1cc(C(C)C)c(-c2ccccc2P(C2CCCCC2)C2CCCCC2)c(C(C)C)c1.CN(C)C(=NC(C)(C)C)N(C)C.Cc1cc(-n2cccc2)no1. No catalyst specified. The product is Cc1ccc(Nc2cccnc2)cc1. The yield is 0.410. (3) The reactants are Ic1cccnc1.Cc1ccc(N)cc1.O=S(=O)(O[Pd]1c2ccccc2-c2ccccc2N~1)C(F)(F)F.CC(C)c1cc(C(C)C)c(-c2ccccc2P(C(C)(C)C)C(C)(C)C)c(C(C)C)c1.CCN=P(N=P(N(C)C)(N(C)C)N(C)C)(N(C)C)N(C)C.Cc1cc(-c2ccccc2)on1. No catalyst specified. The product is Cc1ccc(Nc2cccnc2)cc1. The yield is 0.784. (4) The reactants are FC(F)(F)c1ccc(Cl)cc1.Cc1ccc(N)cc1.O=S(=O)(O[Pd]1c2ccccc2-c2ccccc2N~1)C(F)(F)F.COc1ccc(OC)c(P([C@]23C[C@H]4C[C@H](C[C@H](C4)C2)C3)[C@]23C[C@H]4C[C@H](C[C@H](C4)C2)C3)c1-c1c(C(C)C)cc(C(C)C)cc1C(C)C.CN(C)C(=NC(C)(C)C)N(C)C.CCOC(=O)c1cc(OC)no1. No catalyst specified. The product is Cc1ccc(Nc2ccc(C(F)(F)F)cc2)cc1. The yield is 0.0342. (5) The reactants are Ic1cccnc1.Cc1ccc(N)cc1.O=S(=O)(O[Pd]1c2ccccc2-c2ccccc2N~1)C(F)(F)F.CC(C)c1cc(C(C)C)c(-c2ccccc2P(C(C)(C)C)C(C)(C)C)c(C(C)C)c1.CN1CCCN2CCCN=C12.CCOC(=O)c1cc(OC)no1. No catalyst specified. The product is Cc1ccc(Nc2cccnc2)cc1. The yield is 0.796.